This data is from Forward reaction prediction with 1.9M reactions from USPTO patents (1976-2016). The task is: Predict the product of the given reaction. (1) Given the reactants Cl[CH2:2][CH2:3][CH2:4][O:5][CH:6]([C:17]([O:19][CH2:20][C:21]1[CH:26]=[CH:25][CH:24]=[CH:23][CH:22]=1)=[O:18])[C:7]([O:9][CH2:10][C:11]1[CH:16]=[CH:15][CH:14]=[CH:13][CH:12]=1)=[O:8].C(=O)([O-])[O-].[Cs+].[Cs+].CCOCC, predict the reaction product. The product is: [CH2:10]([O:9][C:7]([C:6]1([C:17]([O:19][CH2:20][C:21]2[CH:26]=[CH:25][CH:24]=[CH:23][CH:22]=2)=[O:18])[CH2:2][CH2:3][CH2:4][O:5]1)=[O:8])[C:11]1[CH:16]=[CH:15][CH:14]=[CH:13][CH:12]=1. (2) Given the reactants [OH:1][C:2]1[CH:7]=[CH:6][C:5]([CH2:8][C:9]([N:11]([CH2:54][C:55](=[O:63])[NH:56][CH2:57][C:58](=[O:62])[O:59]CC)[CH2:12][CH2:13][NH:14][C:15](=[O:53])[CH2:16][N:17]2[CH2:28][CH2:27][N:26]([CH2:29][C:30]([O:32][C:33]([CH3:36])([CH3:35])[CH3:34])=[O:31])[CH2:25][CH2:24][N:23]([CH2:37][C:38]([O:40][C:41]([CH3:44])([CH3:43])[CH3:42])=[O:39])[CH2:22][CH2:21][N:20]([CH2:45][C:46]([O:48][C:49]([CH3:52])([CH3:51])[CH3:50])=[O:47])[CH2:19][CH2:18]2)=[O:10])=[CH:4][CH:3]=1.O[Li].O.CCO, predict the reaction product. The product is: [OH:1][C:2]1[CH:3]=[CH:4][C:5]([CH2:8][C:9]([N:11]([CH2:54][C:55]([NH:56][CH2:57][C:58]([OH:62])=[O:59])=[O:63])[CH2:12][CH2:13][NH:14][C:15](=[O:53])[CH2:16][N:17]2[CH2:28][CH2:27][N:26]([CH2:29][C:30](=[O:31])[O:32][C:33]([CH3:35])([CH3:36])[CH3:34])[CH2:25][CH2:24][N:23]([CH2:37][C:38](=[O:39])[O:40][C:41]([CH3:42])([CH3:43])[CH3:44])[CH2:22][CH2:21][N:20]([CH2:45][C:46]([O:48][C:49]([CH3:50])([CH3:51])[CH3:52])=[O:47])[CH2:19][CH2:18]2)=[O:10])=[CH:6][CH:7]=1. (3) Given the reactants [N+:1]([C:4]1[CH:5]=[C:6]([C:10](=[O:15])C(Cl)(Cl)Cl)[N:7](C)[CH:8]=1)([O-:3])=[O:2].[CH3:16][O:17][Na], predict the reaction product. The product is: [N+:1]([C:4]1[CH:5]=[C:6]([C:10]([O:17][CH3:16])=[O:15])[NH:7][CH:8]=1)([O-:3])=[O:2]. (4) Given the reactants [CH3:1][O:2][C:3](=[O:21])[C:4]1[CH:9]=[CH:8][C:7]([CH2:10][NH:11][CH:12]2[CH2:17][CH2:16][C:15](=[C:18]3[CH2:20][CH2:19]3)[CH2:14][CH2:13]2)=[CH:6][CH:5]=1.C1(C)C=CC(S(NN)(=O)=O)=CC=1, predict the reaction product. The product is: [CH3:1][O:2][C:3](=[O:21])[C:4]1[CH:9]=[CH:8][C:7]([CH2:10][NH:11][CH:12]2[CH2:17][CH2:16][CH:15]([CH:18]3[CH2:20][CH2:19]3)[CH2:14][CH2:13]2)=[CH:6][CH:5]=1. (5) Given the reactants [Br:1][C:2]1[CH:7]=[CH:6][C:5]([OH:8])=[CH:4][CH:3]=1.C(=O)([O-])[O-].[K+].[K+].I[CH2:16][CH2:17][CH3:18], predict the reaction product. The product is: [Br:1][C:2]1[CH:7]=[CH:6][C:5]([O:8][CH2:16][CH2:17][CH3:18])=[CH:4][CH:3]=1. (6) Given the reactants Br[C:2]1[CH:7]=[CH:6][N:5]=[C:4]2[NH:8][C:9]([C:11]3[CH2:12][CH2:13][N:14]([S:17]([CH3:20])(=[O:19])=[O:18])[CH2:15][CH:16]=3)=[CH:10][C:3]=12.[F:21][C:22]1[CH:28]=[CH:27][C:25]([NH2:26])=[CH:24][C:23]=1B1OC(C)(C)C(C)(C)O1.C(=O)([O-])[O-].[Na+].[Na+], predict the reaction product. The product is: [F:21][C:22]1[CH:28]=[CH:27][C:25]([NH2:26])=[CH:24][C:23]=1[C:2]1[CH:7]=[CH:6][N:5]=[C:4]2[NH:8][C:9]([C:11]3[CH2:12][CH2:13][N:14]([S:17]([CH3:20])(=[O:19])=[O:18])[CH2:15][CH:16]=3)=[CH:10][C:3]=12.